This data is from Catalyst prediction with 721,799 reactions and 888 catalyst types from USPTO. The task is: Predict which catalyst facilitates the given reaction. (1) Reactant: Br[C:2]1[CH:3]=[C:4]2[C:8](=[CH:9][CH:10]=1)[NH:7][N:6]=[CH:5]2.C([Li])CCC.[F:16][C:17]([F:31])([F:30])[C:18]([C:20]1[C:28]2[C:23](=[CH:24][CH:25]=[CH:26][CH:27]=2)[N:22]([CH3:29])[CH:21]=1)=[O:19]. Product: [F:31][C:17]([F:16])([F:30])[C:18]([C:2]1[CH:3]=[C:4]2[C:8](=[CH:9][CH:10]=1)[NH:7][N:6]=[CH:5]2)([C:20]1[C:28]2[C:23](=[CH:24][CH:25]=[CH:26][CH:27]=2)[N:22]([CH3:29])[CH:21]=1)[OH:19]. The catalyst class is: 28. (2) Reactant: [Cl:1][C:2]1[CH:11]=[CH:10][C:5]([C:6]([O:8]C)=[O:7])=[C:4]([NH:12][C:13]([C:15]2[S:16][CH:17]=[CH:18][C:19]=2[Cl:20])=[O:14])[CH:3]=1.[OH-].[Na+]. Product: [Cl:1][C:2]1[CH:11]=[CH:10][C:5]([C:6]([OH:8])=[O:7])=[C:4]([NH:12][C:13]([C:15]2[S:16][CH:17]=[CH:18][C:19]=2[Cl:20])=[O:14])[CH:3]=1. The catalyst class is: 44. (3) The catalyst class is: 8. Product: [NH:19]1[C:27]2=[N:26][CH:25]=[CH:24][CH:23]=[C:22]2[C:21]([CH:28]=[C:12]2[O:11][C:10]([N:1]3[C:9]4[C:4](=[CH:5][CH:6]=[CH:7][CH:8]=4)[CH2:3][CH2:2]3)=[C:14]([C:15]([O:17][CH2:31][CH3:32])=[O:16])[C:13]2=[O:18])=[CH:20]1. Reactant: [N:1]1([C:10]2[O:11][CH2:12][C:13](=[O:18])[C:14]=2[C:15]([O-:17])=[O:16])[C:9]2[C:4](=[CH:5][CH:6]=[CH:7][CH:8]=2)[CH2:3][CH2:2]1.[NH:19]1[C:27]2[C:22](=[CH:23][CH:24]=[CH:25][N:26]=2)[C:21]([CH:28]=O)=[CH:20]1.N1CCC[C@H:31]1[C:32](O)=O. (4) Reactant: Cl[C:2]1[N:10]=[C:9]2[C:5]([N:6]=[CH:7][NH:8]2)=[C:4]([N:11]2[CH2:16][CH2:15][CH:14]([CH2:17][NH:18]C(=O)OC(C)(C)C)[CH2:13][CH2:12]2)[N:3]=1.[NH2:26][C:27]1[CH:32]=[CH:31][C:30]([N:33]2[CH2:38][CH2:37][N:36]([C:39](=[O:41])[CH3:40])[CH2:35][CH2:34]2)=[CH:29][CH:28]=1.C[Si](Cl)(C)C. Product: [NH2:18][CH2:17][CH:14]1[CH2:13][CH2:12][N:11]([C:4]2[N:3]=[C:2]([NH:26][C:27]3[CH:28]=[CH:29][C:30]([N:33]4[CH2:34][CH2:35][N:36]([C:39](=[O:41])[CH3:40])[CH2:37][CH2:38]4)=[CH:31][CH:32]=3)[N:10]=[C:9]3[C:5]=2[N:6]=[CH:7][NH:8]3)[CH2:16][CH2:15]1. The catalyst class is: 114. (5) Reactant: [Cl:1][C:2]1[CH:7]=[CH:6][C:5]([C@H:8]([NH2:11])[CH2:9][CH3:10])=[C:4]([F:12])[C:3]=1[O:13][C:14]1[CH:19]=[CH:18][CH:17]=[CH:16][CH:15]=1.[C:20]([O:26][CH3:27])(=[O:25])[CH2:21][C:22]([CH3:24])=O.C(O)(=O)C. Product: [CH3:27][O:26][C:20](=[O:25])/[CH:21]=[C:22](\[NH:11][C@@H:8]([C:5]1[CH:6]=[CH:7][C:2]([Cl:1])=[C:3]([O:13][C:14]2[CH:15]=[CH:16][CH:17]=[CH:18][CH:19]=2)[C:4]=1[F:12])[CH2:9][CH3:10])/[CH3:24]. The catalyst class is: 5. (6) Reactant: [Cl:1][C:2]1[CH:7]=[CH:6][C:5]([S:8]([C:11]2([C:23]3[CH:28]=[C:27]([F:29])[CH:26]=[CH:25][C:24]=3[F:30])[CH2:16][CH2:15][CH:14]([CH2:17][CH2:18][S:19]([NH2:22])(=[O:21])=[O:20])[CH2:13][CH2:12]2)(=[O:10])=[O:9])=[CH:4][CH:3]=1.Cl.CN(C)CCCN=C=NCC.CN(C1C=CC=CN=1)C.[C:52](O)(=[O:54])[CH3:53]. Product: [C:52]([NH:22][S:19]([CH2:18][CH2:17][CH:14]1[CH2:13][CH2:12][C:11]([S:8]([C:5]2[CH:6]=[CH:7][C:2]([Cl:1])=[CH:3][CH:4]=2)(=[O:9])=[O:10])([C:23]2[CH:28]=[C:27]([F:29])[CH:26]=[CH:25][C:24]=2[F:30])[CH2:16][CH2:15]1)(=[O:21])=[O:20])(=[O:54])[CH3:53]. The catalyst class is: 96. (7) Reactant: [Li+].C[Si]([N-][Si](C)(C)C)(C)C.[F:11][C:12]1[N:17]=[CH:16][C:15]([NH2:18])=[CH:14][CH:13]=1.F[C:20]1[CH:25]=[C:24]([F:26])[CH:23]=[CH:22][C:21]=1[N+:27]([O-:29])=[O:28].[NH4+].[Cl-]. Product: [F:26][C:24]1[CH:23]=[CH:22][C:21]([N+:27]([O-:29])=[O:28])=[C:20]([NH:18][C:15]2[CH:16]=[N:17][C:12]([F:11])=[CH:13][CH:14]=2)[CH:25]=1. The catalyst class is: 1.